From a dataset of Catalyst prediction with 721,799 reactions and 888 catalyst types from USPTO. Predict which catalyst facilitates the given reaction. (1) Reactant: [CH2:1]([N:3]1[C:8]2[CH:9]=[CH:10][C:11]([N+:13]([O-])=O)=[CH:12][C:7]=2[O:6][CH:5]([CH2:16][C:17]([O:19][CH2:20][CH3:21])=[O:18])[C:4]1=[O:22])[CH3:2].[H][H]. Product: [NH2:13][C:11]1[CH:10]=[CH:9][C:8]2[N:3]([CH2:1][CH3:2])[C:4](=[O:22])[CH:5]([CH2:16][C:17]([O:19][CH2:20][CH3:21])=[O:18])[O:6][C:7]=2[CH:12]=1. The catalyst class is: 19. (2) Reactant: [Cl:1][CH2:2][C:3]1[N:8]=[C:7]([CH2:9][C:10]#[N:11])[CH:6]=[CH:5][CH:4]=1.[NH2:12][C:13]([NH2:15])=[S:14]. Product: [ClH:1].[C:10]([CH2:9][C:7]1[N:8]=[C:3]([CH2:2][S:14][C:13](=[NH:12])[NH2:15])[CH:4]=[CH:5][CH:6]=1)#[N:11]. The catalyst class is: 5. (3) The catalyst class is: 204. Product: [CH2:1]([O:3][C:4](=[O:25])[CH2:5][N:6]([CH2:19][C:20]([O:22][CH2:23][CH3:24])=[O:21])[C:7]1[CH:12]=[C:11]2[C:10](=[CH:9][C:8]=1[CH3:18])[C:15](=[O:17])[CH2:14][CH2:13]2)[CH3:2]. Reactant: [CH2:1]([O:3][C:4](=[O:25])[CH2:5][N:6]([CH2:19][C:20]([O:22][CH2:23][CH3:24])=[O:21])[C:7]1[CH:12]=[C:11]([CH2:13][CH2:14][C:15]([OH:17])=O)[CH:10]=[CH:9][C:8]=1[CH3:18])[CH3:2].C(Cl)(=O)C(Cl)=O.[Cl-].[Al+3].[Cl-].[Cl-]. (4) Reactant: Cl[C:2]1C=CC=C(C(OO)=O)[CH:3]=1.[Cl:12][C:13]1[CH:14]=[C:15](SCC)[C:16]([C:19]([N:21]([CH3:33])[C:22]2[CH:27]=[CH:26][C:25]([S:28][C:29]([F:32])([F:31])[F:30])=[CH:24][CH:23]=2)=[O:20])=[N:17][CH:18]=1.C(=O)(O)[O-].[Na+].[S:42]([O-:46])([O-])(=[O:44])=S.[Na+].[Na+]. Product: [Cl:12][C:13]1[CH:14]=[C:15]([S:42]([CH2:2][CH3:3])(=[O:46])=[O:44])[C:16]([C:19]([N:21]([CH3:33])[C:22]2[CH:23]=[CH:24][C:25]([S:28][C:29]([F:31])([F:30])[F:32])=[CH:26][CH:27]=2)=[O:20])=[N:17][CH:18]=1. The catalyst class is: 22.